Dataset: Catalyst prediction with 721,799 reactions and 888 catalyst types from USPTO. Task: Predict which catalyst facilitates the given reaction. (1) Reactant: [CH3:1][C:2]([CH3:12])([CH3:11])[CH2:3][CH:4]1[CH2:7][C:6]([C:8]([OH:10])=[O:9])=[CH:5]1.O1CCCC1.Cl. Product: [CH3:1][C:2]([CH3:12])([CH3:11])[CH2:3][CH:4]1[CH2:7][CH:6]([C:8]([OH:10])=[O:9])[CH2:5]1. The catalyst class is: 739. (2) Reactant: Cl[Si:2]([CH3:22])([CH3:21])[CH:3]1[C:14]2[C:6](=[CH:7][C:8]3[CH2:9][CH2:10][CH2:11][C:12]=3[CH:13]=2)[C:5]([C:15]2[CH:20]=[CH:19][CH:18]=[CH:17][CH:16]=2)=[CH:4]1.CCN(CC)CC.[C:30]([NH2:34])([CH3:33])([CH3:32])[CH3:31]. Product: [CH3:31][C:30]([NH:34][Si:2]([CH3:22])([CH3:21])[CH:3]1[C:14]2[C:6](=[CH:7][C:8]3[CH2:9][CH2:10][CH2:11][C:12]=3[CH:13]=2)[C:5]([C:15]2[CH:20]=[CH:19][CH:18]=[CH:17][CH:16]=2)=[CH:4]1)([CH3:33])[CH3:32]. The catalyst class is: 81. (3) Reactant: [CH2:1]([NH:5][C:6](=[O:31])[C:7]1[CH:12]=[CH:11][C:10]([C:13](=[N:28][OH:29])[CH:14]=[C:15]([C:20]2[CH:25]=[C:24]([Cl:26])[CH:23]=[C:22]([Cl:27])[CH:21]=2)[C:16]([F:19])([F:18])[F:17])=[CH:9][C:8]=1[CH3:30])[CH2:2][CH2:3][CH3:4].[Br:32]N1C(=O)CCC1=O. Product: [Br:32][CH:14]1[C:15]([C:20]2[CH:25]=[C:24]([Cl:26])[CH:23]=[C:22]([Cl:27])[CH:21]=2)([C:16]([F:18])([F:17])[F:19])[O:29][N:28]=[C:13]1[C:10]1[CH:11]=[CH:12][C:7]([C:6]([NH:5][CH2:1][CH2:2][CH2:3][CH3:4])=[O:31])=[C:8]([CH3:30])[CH:9]=1. The catalyst class is: 9. (4) Reactant: [H-].[Na+].[CH2:3]([O:5][C:6](=[O:21])[C:7]1[CH:12]=[CH:11][C:10]([CH2:13][C:14]([O:16][C:17]([CH3:20])([CH3:19])[CH3:18])=[O:15])=[CH:9][CH:8]=1)[CH3:4].[F:22][C:23]1[CH:30]=[CH:29][C:26]([CH2:27]Br)=[CH:25][CH:24]=1. Product: [CH2:3]([O:5][C:6](=[O:21])[C:7]1[CH:12]=[CH:11][C:10]([CH:13]([C:14]([O:16][C:17]([CH3:20])([CH3:19])[CH3:18])=[O:15])[CH2:27][C:26]2[CH:29]=[CH:30][C:23]([F:22])=[CH:24][CH:25]=2)=[CH:9][CH:8]=1)[CH3:4]. The catalyst class is: 3.